Predict the reaction yield, written as a fraction of the theoretical maximum amount of product (1.0 means a 100% yield; for example, 0.34 means a 34% yield). From a dataset of Reaction yield outcomes from USPTO patents with 853,638 reactions. (1) The reactants are [Cl:1][C:2]1[N:7]=[C:6]([NH:8]C(=O)C(C)(C)C)[CH:5]=[CH:4][C:3]=1[CH3:15].C([O-])(O)=O.[Na+]. The catalyst is Cl. The product is [Cl:1][C:2]1[N:7]=[C:6]([NH2:8])[CH:5]=[CH:4][C:3]=1[CH3:15]. The yield is 0.360. (2) The reactants are Cl[C:2]1[CH:3]=[CH:4][C:5]2[N:11]3[CH2:12][CH2:13][CH:8]([CH2:9][CH2:10]3)[N:7]([C:14]([O:16][C:17]([CH3:20])([CH3:19])[CH3:18])=[O:15])[C:6]=2[N:21]=1.[F:22][C:23]1[CH:24]=[C:25](B(O)O)[CH:26]=[N:27][CH:28]=1.C([O-])([O-])=O.[Cs+].[Cs+]. The catalyst is C1C=CC(P(C2C=CC=CC=2)[C-]2C=CC=C2)=CC=1.C1C=CC(P(C2C=CC=CC=2)[C-]2C=CC=C2)=CC=1.Cl[Pd]Cl.[Fe+2].O1CCOCC1.O. The product is [F:22][C:23]1[CH:24]=[C:25]([C:2]2[CH:3]=[CH:4][C:5]3[N:11]4[CH2:12][CH2:13][CH:8]([CH2:9][CH2:10]4)[N:7]([C:14]([O:16][C:17]([CH3:20])([CH3:19])[CH3:18])=[O:15])[C:6]=3[N:21]=2)[CH:26]=[N:27][CH:28]=1. The yield is 0.890. (3) The reactants are [CH:1]1([O:7][C:8]2[C:13]3[C:14]([C:36]4[CH:40]=[CH:39][O:38][CH:37]=4)=[N:15][N:16](C(C4C=CC=CC=4)(C4C=CC=CC=4)C4C=CC=CC=4)[C:12]=3[CH:11]=[CH:10][N:9]=2)[CH2:6][CH2:5][CH2:4][CH2:3][CH2:2]1.C(Cl)Cl. The catalyst is C(O)(C(F)(F)F)=O. The product is [CH:1]1([O:7][C:8]2[C:13]3[C:14]([C:36]4[CH:40]=[CH:39][O:38][CH:37]=4)=[N:15][NH:16][C:12]=3[CH:11]=[CH:10][N:9]=2)[CH2:2][CH2:3][CH2:4][CH2:5][CH2:6]1. The yield is 0.120. (4) The reactants are Br[C:2]1[C:3]([C:14]2[CH:19]=[CH:18][C:17]([CH3:20])=[CH:16][CH:15]=2)=[C:4]([CH3:13])[C:5]2[O:9][C:8]([CH3:11])([CH3:10])[CH2:7][C:6]=2[CH:12]=1.[F:21][C:22]1[CH:27]=[CH:26][C:25]([N:28]2[CH2:33][CH2:32][NH:31][CH2:30][CH2:29]2)=[CH:24][CH:23]=1. No catalyst specified. The product is [CH3:10][C:8]1([CH3:11])[CH2:7][C:6]2[CH:12]=[C:2]([N:31]3[CH2:30][CH2:29][N:28]([C:25]4[CH:24]=[CH:23][C:22]([F:21])=[CH:27][CH:26]=4)[CH2:33][CH2:32]3)[C:3]([C:14]3[CH:19]=[CH:18][C:17]([CH3:20])=[CH:16][CH:15]=3)=[C:4]([CH3:13])[C:5]=2[O:9]1. The yield is 0.150. (5) The reactants are Br[CH2:2][CH2:3][CH2:4][O:5][C:6]1[CH:11]=[C:10]([CH3:12])[CH:9]=[CH:8][C:7]=1[O:13][CH3:14].[NH:15]1[CH2:20][CH2:19][O:18][CH2:17][CH2:16]1. The catalyst is C1COCC1.CCOCC. The product is [CH3:14][O:13][C:7]1[CH:8]=[CH:9][C:10]([CH3:12])=[CH:11][C:6]=1[O:5][CH2:4][CH2:3][CH2:2][N:15]1[CH2:20][CH2:19][O:18][CH2:17][CH2:16]1. The yield is 0.970. (6) The reactants are [NH2:1][CH2:2][C:3]([NH:5][C:6]1[CH:11]=[CH:10][C:9]([O:12][C:13]2[CH:14]=[N:15][CH:16]=[CH:17][CH:18]=2)=[CH:8][CH:7]=1)=[O:4].Cl[C:20]1[O:21][C:22]2[CH:28]=[CH:27][C:26]([Cl:29])=[CH:25][C:23]=2[N:24]=1. The catalyst is C(Cl)(Cl)Cl. The product is [Cl:29][C:26]1[CH:27]=[CH:28][C:22]2[O:21][C:20]([NH:1][CH2:2][C:3]([NH:5][C:6]3[CH:7]=[CH:8][C:9]([O:12][C:13]4[CH:14]=[N:15][CH:16]=[CH:17][CH:18]=4)=[CH:10][CH:11]=3)=[O:4])=[N:24][C:23]=2[CH:25]=1. The yield is 0.140. (7) The reactants are [CH3:1][O:2][C:3]1[CH:11]=[CH:10][CH:9]=[CH:8][C:4]=1[CH2:5][CH2:6][NH2:7].[C:12](Cl)(Cl)=[S:13].O. The catalyst is C(OCC)C. The product is [CH3:1][O:2][C:3]1[CH:11]=[CH:10][CH:9]=[CH:8][C:4]=1[CH2:5][CH2:6][N:7]=[C:12]=[S:13]. The yield is 0.710.